Dataset: Peptide-MHC class II binding affinity with 134,281 pairs from IEDB. Task: Regression. Given a peptide amino acid sequence and an MHC pseudo amino acid sequence, predict their binding affinity value. This is MHC class II binding data. (1) The MHC is DRB1_0301 with pseudo-sequence DRB1_0301. The peptide sequence is YKLIDNSLILLECFV. The binding affinity (normalized) is 0.326. (2) The peptide sequence is LMFLQNLKLGDDQYV. The MHC is DRB1_0301 with pseudo-sequence DRB1_0301. The binding affinity (normalized) is 0.259. (3) The peptide sequence is QMATTLPVQRHPRSL. The MHC is DRB3_0101 with pseudo-sequence DRB3_0101. The binding affinity (normalized) is 0.0540. (4) The peptide sequence is GELQIVDKIDAAVKI. The MHC is DRB4_0101 with pseudo-sequence DRB4_0103. The binding affinity (normalized) is 0.821. (5) The peptide sequence is LCQYLNTLTLAVPYN. The MHC is DRB1_1501 with pseudo-sequence DRB1_1501. The binding affinity (normalized) is 0.596. (6) The peptide sequence is SADEVQRMMAEIDTD. The MHC is HLA-DPA10103-DPB10401 with pseudo-sequence HLA-DPA10103-DPB10401. The binding affinity (normalized) is 0.0544. (7) The peptide sequence is NYLALLVKYVNGDGD. The MHC is DRB1_1001 with pseudo-sequence DRB1_1001. The binding affinity (normalized) is 0.731. (8) The peptide sequence is EGKQSLTKLAAAWGG. The MHC is HLA-DQA10102-DQB10602 with pseudo-sequence HLA-DQA10102-DQB10602. The binding affinity (normalized) is 0.654. (9) The peptide sequence is NPLTLTAAVLLLITH. The MHC is DRB1_0701 with pseudo-sequence DRB1_0701. The binding affinity (normalized) is 0.508.